This data is from Catalyst prediction with 721,799 reactions and 888 catalyst types from USPTO. The task is: Predict which catalyst facilitates the given reaction. Reactant: [C:1]([O-])(=O)C.[Na+].C=O.C([BH3-])#N.[Na+].[OH:12][CH2:13][CH:14]1[NH:19][CH2:18][CH2:17][N:16]([C:20]([O:22][C:23]([CH3:26])([CH3:25])[CH3:24])=[O:21])[CH2:15]1.C([O-])(O)=O.[Na+]. Product: [OH:12][CH2:13][CH:14]1[N:19]([CH3:1])[CH2:18][CH2:17][N:16]([C:20]([O:22][C:23]([CH3:26])([CH3:25])[CH3:24])=[O:21])[CH2:15]1. The catalyst class is: 5.